This data is from Catalyst prediction with 721,799 reactions and 888 catalyst types from USPTO. The task is: Predict which catalyst facilitates the given reaction. Reactant: Br[C:2]1[CH:7]=[CH:6][C:5]([C:8](=[O:20])[CH2:9][CH:10]([CH2:16][CH2:17][O:18][CH3:19])[C:11]([O:13][CH2:14][CH3:15])=[O:12])=[CH:4][CH:3]=1.[N+:21]([C:24]1[CH:29]=[CH:28][C:27](B(O)O)=[CH:26][CH:25]=1)([O-:23])=[O:22].C(=O)([O-])[O-].[Na+].[Na+]. Product: [CH3:19][O:18][CH2:17][CH2:16][CH:10]([CH2:9][C:8]([C:5]1[CH:6]=[CH:7][C:2]([C:27]2[CH:28]=[CH:29][C:24]([N+:21]([O-:23])=[O:22])=[CH:25][CH:26]=2)=[CH:3][CH:4]=1)=[O:20])[C:11]([O:13][CH2:14][CH3:15])=[O:12]. The catalyst class is: 857.